This data is from TCR-epitope binding with 47,182 pairs between 192 epitopes and 23,139 TCRs. The task is: Binary Classification. Given a T-cell receptor sequence (or CDR3 region) and an epitope sequence, predict whether binding occurs between them. (1) The epitope is GTSGSPIIDK. The TCR CDR3 sequence is CASSPYRNTEAFF. Result: 0 (the TCR does not bind to the epitope). (2) The epitope is LQPFPQPELPYPQPQ. The TCR CDR3 sequence is CASSYSGWRLHF. Result: 0 (the TCR does not bind to the epitope). (3) The epitope is LPAADLDDF. The TCR CDR3 sequence is CAAWEGFGYTF. Result: 0 (the TCR does not bind to the epitope). (4) The epitope is FLYNLLTRV. Result: 0 (the TCR does not bind to the epitope). The TCR CDR3 sequence is CASVATTGELFF. (5) The epitope is HTTDPSFLGRY. The TCR CDR3 sequence is CASSYENSPLHF. Result: 1 (the TCR binds to the epitope). (6) The epitope is KLSYGIATV. The TCR CDR3 sequence is CAIGQYNQPQHF. Result: 1 (the TCR binds to the epitope). (7) The epitope is RQLLFVVEV. The TCR CDR3 sequence is CAISDEGGGNTEAFF. Result: 0 (the TCR does not bind to the epitope).